This data is from NCI-60 drug combinations with 297,098 pairs across 59 cell lines. The task is: Regression. Given two drug SMILES strings and cell line genomic features, predict the synergy score measuring deviation from expected non-interaction effect. (1) Drug 1: C1CC(C1)(C(=O)O)C(=O)O.[NH2-].[NH2-].[Pt+2]. Drug 2: C1=NC2=C(N1)C(=S)N=CN2. Cell line: COLO 205. Synergy scores: CSS=15.8, Synergy_ZIP=-9.08, Synergy_Bliss=-8.84, Synergy_Loewe=-51.5, Synergy_HSA=-8.49. (2) Drug 1: CCCS(=O)(=O)NC1=C(C(=C(C=C1)F)C(=O)C2=CNC3=C2C=C(C=N3)C4=CC=C(C=C4)Cl)F. Drug 2: C1=C(C(=O)NC(=O)N1)F. Cell line: IGROV1. Synergy scores: CSS=35.3, Synergy_ZIP=0.996, Synergy_Bliss=4.27, Synergy_Loewe=3.59, Synergy_HSA=4.55. (3) Drug 1: CC1=C(C=C(C=C1)C(=O)NC2=CC(=CC(=C2)C(F)(F)F)N3C=C(N=C3)C)NC4=NC=CC(=N4)C5=CN=CC=C5. Drug 2: C1=CN(C=N1)CC(O)(P(=O)(O)O)P(=O)(O)O. Cell line: NCIH23. Synergy scores: CSS=-0.879, Synergy_ZIP=2.34, Synergy_Bliss=4.55, Synergy_Loewe=-1.71, Synergy_HSA=-0.804. (4) Drug 1: CC12CCC(CC1=CCC3C2CCC4(C3CC=C4C5=CN=CC=C5)C)O. Drug 2: CC(CN1CC(=O)NC(=O)C1)N2CC(=O)NC(=O)C2. Cell line: EKVX. Synergy scores: CSS=11.2, Synergy_ZIP=-2.81, Synergy_Bliss=0.426, Synergy_Loewe=-0.424, Synergy_HSA=-0.417. (5) Drug 1: C1CCN(CC1)CCOC2=CC=C(C=C2)C(=O)C3=C(SC4=C3C=CC(=C4)O)C5=CC=C(C=C5)O. Drug 2: CC(C1=C(C=CC(=C1Cl)F)Cl)OC2=C(N=CC(=C2)C3=CN(N=C3)C4CCNCC4)N. Cell line: EKVX. Synergy scores: CSS=0.155, Synergy_ZIP=0.724, Synergy_Bliss=-2.18, Synergy_Loewe=-7.75, Synergy_HSA=-5.54. (6) Drug 1: C1=CC(=CC=C1CC(C(=O)O)N)N(CCCl)CCCl.Cl. Drug 2: C1=CC=C(C=C1)NC(=O)CCCCCCC(=O)NO. Cell line: SNB-19. Synergy scores: CSS=8.51, Synergy_ZIP=-3.19, Synergy_Bliss=-2.19, Synergy_Loewe=-6.37, Synergy_HSA=-5.87.